Dataset: Peptide-MHC class II binding affinity with 134,281 pairs from IEDB. Task: Regression. Given a peptide amino acid sequence and an MHC pseudo amino acid sequence, predict their binding affinity value. This is MHC class II binding data. (1) The peptide sequence is LTHVKINDKCPSTGE. The MHC is DRB1_0405 with pseudo-sequence DRB1_0405. The binding affinity (normalized) is 0. (2) The peptide sequence is INSPTAAAIAYGLDR. The MHC is HLA-DQA10501-DQB10301 with pseudo-sequence HLA-DQA10501-DQB10301. The binding affinity (normalized) is 0.700. (3) The peptide sequence is TLWQRPVVTIKIGGQLREAL. The MHC is DRB1_0301 with pseudo-sequence DRB1_0301. The binding affinity (normalized) is 0.237.